Dataset: Peptide-MHC class II binding affinity with 134,281 pairs from IEDB. Task: Regression. Given a peptide amino acid sequence and an MHC pseudo amino acid sequence, predict their binding affinity value. This is MHC class II binding data. (1) The peptide sequence is DVLREPHLYTFSFRN. The MHC is DRB3_0202 with pseudo-sequence DRB3_0202. The binding affinity (normalized) is 0.205. (2) The peptide sequence is EKKYFAATQFEPLRA. The MHC is HLA-DPA10201-DPB11401 with pseudo-sequence HLA-DPA10201-DPB11401. The binding affinity (normalized) is 0.877. (3) The peptide sequence is SAGRSRRSRRAIDLP. The MHC is DRB4_0103 with pseudo-sequence DRB4_0103. The binding affinity (normalized) is 0.834. (4) The peptide sequence is TNIRQAGVQYSR. The MHC is DRB1_0701 with pseudo-sequence DRB1_0701. The binding affinity (normalized) is 0.0517. (5) The peptide sequence is VPEDPEDSALLE. The MHC is HLA-DQA10301-DQB10302 with pseudo-sequence HLA-DQA10301-DQB10302. The binding affinity (normalized) is 0.364. (6) The peptide sequence is PPFGDSYIIVGRGDS. The MHC is DRB1_0401 with pseudo-sequence DRB1_0401. The binding affinity (normalized) is 0.121. (7) The peptide sequence is TLSVTFIGAAPLILSY. The MHC is DRB1_1001 with pseudo-sequence DRB1_1001. The binding affinity (normalized) is 0.754.